Dataset: Catalyst prediction with 721,799 reactions and 888 catalyst types from USPTO. Task: Predict which catalyst facilitates the given reaction. (1) Reactant: [CH:1]([O:4][C:5]1[CH:13]=[CH:12][C:8]([C:9](O)=[O:10])=[CH:7][C:6]=1[C:14]([N:16]1[CH2:21][CH2:20][N:19]([C:22]2[CH:27]=[CH:26][C:25]([C:28]([F:31])([F:30])[F:29])=[CH:24][CH:23]=2)[CH2:18][CH2:17]1)=[O:15])([CH3:3])[CH3:2].C1N=C[N:34](C(N2C=NC=C2)=O)[CH:33]=1.CN. Product: [CH:1]([O:4][C:5]1[CH:13]=[CH:12][C:8]([C:9]([NH:34][CH3:33])=[O:10])=[CH:7][C:6]=1[C:14]([N:16]1[CH2:17][CH2:18][N:19]([C:22]2[CH:23]=[CH:24][C:25]([C:28]([F:29])([F:30])[F:31])=[CH:26][CH:27]=2)[CH2:20][CH2:21]1)=[O:15])([CH3:2])[CH3:3]. The catalyst class is: 3. (2) Reactant: [OH:1][C@H:2]([C@H:31]1[CH2:35][CH2:34][CH2:33][N:32]1C(OC(C)(C)C)=O)[C@@H:3]([NH:11][C:12](=[O:30])[C:13]1[CH:18]=[CH:17][CH:16]=[C:15]([C:19](=[O:29])[N:20]([CH3:28])[CH2:21][C:22]2[S:23][CH:24]=[C:25]([CH3:27])[N:26]=2)[CH:14]=1)[CH2:4][C:5]1[CH:10]=[CH:9][CH:8]=[CH:7][CH:6]=1.C(O)(C(F)(F)F)=O. Product: [OH:1][C@H:2]([C@H:31]1[CH2:35][CH2:34][CH2:33][NH:32]1)[C@@H:3]([NH:11][C:12](=[O:30])[C:13]1[CH:18]=[CH:17][CH:16]=[C:15]([C:19]([N:20]([CH3:28])[CH2:21][C:22]2[S:23][CH:24]=[C:25]([CH3:27])[N:26]=2)=[O:29])[CH:14]=1)[CH2:4][C:5]1[CH:6]=[CH:7][CH:8]=[CH:9][CH:10]=1. The catalyst class is: 2.